Dataset: Full USPTO retrosynthesis dataset with 1.9M reactions from patents (1976-2016). Task: Predict the reactants needed to synthesize the given product. Given the product [Br:1][C:2]1[CH:10]=[CH:9][C:5]([C:6]([C:17]2[CH:22]=[CH:21][CH:20]=[CH:19][CH:18]=2)=[O:8])=[CH:4][C:3]=1[O:11][CH3:12], predict the reactants needed to synthesize it. The reactants are: [Br:1][C:2]1[CH:10]=[CH:9][C:5]([C:6]([OH:8])=O)=[CH:4][C:3]=1[O:11][CH3:12].S(Cl)(Cl)=O.[CH:17]1[CH:22]=[CH:21][CH:20]=[CH:19][CH:18]=1.[Cl-].[Cl-].[Cl-].[Al+3].Cl.